From a dataset of Full USPTO retrosynthesis dataset with 1.9M reactions from patents (1976-2016). Predict the reactants needed to synthesize the given product. (1) Given the product [Cl:1][C:2]1[CH:3]=[CH:4][C:5]([CH2:6][NH:7][C:8]([C:10]2[CH:11]=[N:12][C:13]3[C:18]([C:19]=2[OH:20])=[CH:17][C:16]([CH2:21][N:40]2[CH2:45][CH2:44][O:43][CH2:42][CH2:41]2)=[CH:15][C:14]=3[I:23])=[O:9])=[CH:24][CH:25]=1, predict the reactants needed to synthesize it. The reactants are: [Cl:1][C:2]1[CH:25]=[CH:24][C:5]([CH2:6][NH:7][C:8]([C:10]2[CH:11]=[N:12][C:13]3[C:18]([C:19]=2[OH:20])=[CH:17][C:16]([CH2:21]O)=[CH:15][C:14]=3[I:23])=[O:9])=[CH:4][CH:3]=1.N1C(C)=CC(C)=CC=1C.CS(Cl)(=O)=O.[NH:40]1[CH2:45][CH2:44][O:43][CH2:42][CH2:41]1. (2) The reactants are: [CH2:1]([O:8][C:9]([N:11]([CH2:32][C:33]([N:35]1[CH2:39][C@@H:38]([F:40])[CH2:37][C@H:36]1[C:41]#[N:42])=[O:34])[C:12]12[CH2:19][CH2:18][C:15]([C:20]([O:22]N3C4C=CC=CC=4N=N3)=O)([CH2:16][CH2:17]1)[CH2:14][CH2:13]2)=[O:10])[C:2]1[CH:7]=[CH:6][CH:5]=[CH:4][CH:3]=1.[CH2:43]([NH2:47])[CH2:44][CH2:45][CH3:46]. Given the product [CH2:1]([O:8][C:9]([N:11]([CH2:32][C:33]([N:35]1[CH2:39][C@@H:38]([F:40])[CH2:37][C@H:36]1[C:41]#[N:42])=[O:34])[C:12]12[CH2:17][CH2:16][C:15]([C:20]([NH:47][CH2:43][CH2:44][CH2:45][CH3:46])=[O:22])([CH2:18][CH2:19]1)[CH2:14][CH2:13]2)=[O:10])[C:2]1[CH:3]=[CH:4][CH:5]=[CH:6][CH:7]=1, predict the reactants needed to synthesize it. (3) Given the product [CH3:29][C:19]1[N:20]=[C:21]([C:23]2[CH:24]=[CH:25][CH:26]=[CH:27][CH:28]=2)[O:22][C:18]=1[CH2:17][CH2:16][O:15][C:11]1[CH:10]=[C:9]2[C:14](=[CH:13][CH:12]=1)[C@H:6]([CH2:5][C:4]([OH:30])=[O:3])[CH2:7][CH2:8]2, predict the reactants needed to synthesize it. The reactants are: C([O:3][C:4](=[O:30])[CH2:5][C@H:6]1[C:14]2[C:9](=[CH:10][C:11]([O:15][CH2:16][CH2:17][C:18]3[O:22][C:21]([C:23]4[CH:28]=[CH:27][CH:26]=[CH:25][CH:24]=4)=[N:20][C:19]=3[CH3:29])=[CH:12][CH:13]=2)[CH2:8][CH2:7]1)C.[Li+].[OH-].O.Cl. (4) Given the product [CH2:13]([S:30][C:29]1[N:25]([C:19]2[CH:24]=[CH:23][CH:22]=[CH:21][CH:20]=2)[N:26]=[N:27][N:28]=1)[CH2:14][CH2:15][CH2:16][CH3:17], predict the reactants needed to synthesize it. The reactants are: CCOC(/N=N/C(OCC)=O)=O.[CH2:13](O)[CH2:14][CH2:15][CH2:16][CH3:17].[C:19]1([N:25]2[C:29]([SH:30])=[N:28][N:27]=[N:26]2)[CH:24]=[CH:23][CH:22]=[CH:21][CH:20]=1.C1C=CC(P(C2C=CC=CC=2)C2C=CC=CC=2)=CC=1. (5) Given the product [F:2][C:3]1[CH:34]=[CH:33][CH:32]=[CH:31][C:4]=1[CH2:5][C:6]1[C:7]2[CH:8]=[CH:9][C:10]([O:29][CH3:30])=[C:11]([O:27][CH3:28])[C:12]=2[C:13](=[O:35])[N:14]2[CH2:23][CH2:22][C:21]3[C:16](=[CH:17][C:18]4[O:26][CH2:25][O:24][C:19]=4[CH:20]=3)[C:15]=12, predict the reactants needed to synthesize it. The reactants are: [Br-].[F:2][C:3]1[CH:34]=[CH:33][CH:32]=[CH:31][C:4]=1[CH2:5][C:6]1[C:15]2[C:16]3[C:21]([CH2:22][CH2:23][N+:14]=2[CH:13]=[C:12]2[C:7]=1[CH:8]=[CH:9][C:10]([O:29][CH3:30])=[C:11]2[O:27][CH3:28])=[CH:20][C:19]1[O:24][CH2:25][O:26][C:18]=1[CH:17]=3.[O:35]1CCCC1.